From a dataset of Forward reaction prediction with 1.9M reactions from USPTO patents (1976-2016). Predict the product of the given reaction. (1) Given the reactants [N:1]1[CH:6]=[CH:5][CH:4]=[C:3]([C:7]2[CH:13]=[CH:12][C:10]([NH2:11])=[C:9]([N+:14]([O-:16])=[O:15])[CH:8]=2)[CH:2]=1.[Br:17]Br, predict the reaction product. The product is: [Br:17][C:12]1[CH:13]=[C:7]([C:3]2[CH:2]=[N:1][CH:6]=[CH:5][CH:4]=2)[CH:8]=[C:9]([N+:14]([O-:16])=[O:15])[C:10]=1[NH2:11]. (2) Given the reactants [CH2:1]1[O:3][CH:2]1[CH2:4][OH:5].C(N(CC)CC)C.C([C:16]([F:19])([F:18])[F:17])([C:16]([F:19])([F:18])[F:17])=C(F)C(F)(F)[C:16]([F:19])([F:18])[F:17].[C:31]([C:41](=[C:43](C(F)(F)F)F)[F:42])([C:37]([F:40])([F:39])[F:38])([C:33]([F:36])([F:35])[F:34])[F:32], predict the reaction product. The product is: [F:42][C:41]([C:31]([F:32])([C:37]([F:38])([F:39])[F:40])[C:33]([F:34])([F:35])[F:36])=[CH:43][O:5][CH:4]([CH:2]1[CH2:1][O:3]1)[C:16]([F:19])([F:18])[F:17]. (3) Given the reactants [CH3:1][O:2][C:3]1[CH:9]=[CH:8][C:7]([O:10]C)=[CH:6][C:4]=1[NH2:5].[Cl:12][C:13]1[CH:14]=[C:15]([CH:19]=[CH:20][C:21]=1[O:22]C)C(O)=O, predict the reaction product. The product is: [Cl:12][C:13]1[CH:14]=[C:15]([C:1]2[O:2][C:3]3[CH:9]=[CH:8][C:7]([OH:10])=[CH:6][C:4]=3[N:5]=2)[CH:19]=[CH:20][C:21]=1[OH:22]. (4) Given the reactants [Br:1][C:2]1[CH:10]=[C:9]2[C:5]([C:6]3[CH2:15][CH2:14][NH:13][CH2:12][C:7]=3[N:8]2[CH3:11])=[CH:4][CH:3]=1.[BH-](OC(C)=O)(OC(C)=O)O[C:18](C)=O.[Na+].C(Cl)[Cl:31], predict the reaction product. The product is: [Cl-:31].[Br:1][C:2]1[CH:10]=[C:9]2[C:5]([C:6]3[CH2:15][CH2:14][N:13]([CH3:18])[CH2:12][C:7]=3[N:8]2[CH3:11])=[CH:4][CH:3]=1. (5) Given the reactants OC[CH:3]1[C:12]2([CH2:15][CH2:14][CH2:13]2)[O:11][C:10]2[C:5](=[C:6]([CH3:19])[C:7]([OH:18])=[C:8]([CH3:17])[C:9]=2[CH3:16])[CH2:4]1.Cl.[CH3:21][O:22][NH2:23], predict the reaction product. The product is: [CH3:21][O:22][N:23]=[CH:4][C:3]1[C:12]2([CH2:13][CH2:14][CH2:15]2)[O:11][C:10]2[C:9](=[C:8]([CH3:17])[C:7]([OH:18])=[C:6]([CH3:19])[CH:5]=2)[CH:16]=1. (6) Given the reactants [CH2:1]1[C:9]2[C:4](=[CH:5][CH:6]=[CH:7][CH:8]=2)[CH2:3][O:2]1.[N+:10]([O-])([O-])=O.[K+].O.O.[Sn](Cl)(Cl)(Cl)Cl.[OH-].[Na+], predict the reaction product. The product is: [CH2:1]1[C:9]2[C:4](=[CH:5][C:6]([NH2:10])=[CH:7][CH:8]=2)[CH2:3][O:2]1.